From a dataset of Reaction yield outcomes from USPTO patents with 853,638 reactions. Predict the reaction yield, written as a fraction of the theoretical maximum amount of product (1.0 means a 100% yield; for example, 0.34 means a 34% yield). The reactants are [CH3:1][C:2]([C:6]1[CH:11]=[CH:10][C:9]([N+:12]([O-:14])=[O:13])=[CH:8][CH:7]=1)([CH3:5])[CH2:3][NH2:4].[OH-].[Na+].[CH3:17][C:18]([O:21][C:22](O[C:22]([O:21][C:18]([CH3:20])([CH3:19])[CH3:17])=[O:23])=[O:23])([CH3:20])[CH3:19].OS([O-])(=O)=O.[K+]. The catalyst is O1CCOCC1.O. The product is [CH3:5][C:2]([C:6]1[CH:11]=[CH:10][C:9]([N+:12]([O-:14])=[O:13])=[CH:8][CH:7]=1)([CH3:1])[CH2:3][NH:4][C:22](=[O:23])[O:21][C:18]([CH3:20])([CH3:19])[CH3:17]. The yield is 0.800.